From a dataset of NCI-60 drug combinations with 297,098 pairs across 59 cell lines. Regression. Given two drug SMILES strings and cell line genomic features, predict the synergy score measuring deviation from expected non-interaction effect. (1) Drug 1: C1CCC(C(C1)N)N.C(=O)(C(=O)[O-])[O-].[Pt+4]. Drug 2: C(CN)CNCCSP(=O)(O)O. Cell line: SN12C. Synergy scores: CSS=33.4, Synergy_ZIP=-13.3, Synergy_Bliss=-4.52, Synergy_Loewe=-6.16, Synergy_HSA=0.298. (2) Synergy scores: CSS=26.6, Synergy_ZIP=-5.39, Synergy_Bliss=-5.68, Synergy_Loewe=-24.4, Synergy_HSA=-4.18. Drug 1: C1=C(C(=O)NC(=O)N1)N(CCCl)CCCl. Cell line: NCI-H460. Drug 2: CN1C(=O)N2C=NC(=C2N=N1)C(=O)N. (3) Drug 1: CC1C(C(CC(O1)OC2CC(CC3=C2C(=C4C(=C3O)C(=O)C5=C(C4=O)C(=CC=C5)OC)O)(C(=O)CO)O)N)O.Cl. Drug 2: CN(CCCl)CCCl.Cl. Cell line: HT29. Synergy scores: CSS=49.8, Synergy_ZIP=3.43, Synergy_Bliss=5.24, Synergy_Loewe=1.96, Synergy_HSA=4.71. (4) Drug 1: COC1=C2C(=CC3=C1OC=C3)C=CC(=O)O2. Drug 2: CC1C(C(CC(O1)OC2CC(CC3=C2C(=C4C(=C3O)C(=O)C5=C(C4=O)C(=CC=C5)OC)O)(C(=O)CO)O)N)O.Cl. Cell line: HCT116. Synergy scores: CSS=36.6, Synergy_ZIP=0.506, Synergy_Bliss=-0.895, Synergy_Loewe=-16.4, Synergy_HSA=0.0226. (5) Drug 1: CC(C)(C#N)C1=CC(=CC(=C1)CN2C=NC=N2)C(C)(C)C#N. Cell line: UO-31. Drug 2: N.N.Cl[Pt+2]Cl. Synergy scores: CSS=36.4, Synergy_ZIP=-1.15, Synergy_Bliss=-4.86, Synergy_Loewe=-8.34, Synergy_HSA=-7.60. (6) Drug 1: C1CCN(CC1)CCOC2=CC=C(C=C2)C(=O)C3=C(SC4=C3C=CC(=C4)O)C5=CC=C(C=C5)O. Drug 2: CN(C(=O)NC(C=O)C(C(C(CO)O)O)O)N=O. Cell line: K-562. Synergy scores: CSS=7.94, Synergy_ZIP=-2.87, Synergy_Bliss=-0.220, Synergy_Loewe=-3.32, Synergy_HSA=-3.29. (7) Drug 1: COC1=CC(=CC(=C1O)OC)C2C3C(COC3=O)C(C4=CC5=C(C=C24)OCO5)OC6C(C(C7C(O6)COC(O7)C8=CC=CS8)O)O. Drug 2: C1=CC(=CC=C1CCCC(=O)O)N(CCCl)CCCl. Cell line: SK-MEL-5. Synergy scores: CSS=33.2, Synergy_ZIP=-10.1, Synergy_Bliss=-3.75, Synergy_Loewe=-2.12, Synergy_HSA=0.616.